From a dataset of Forward reaction prediction with 1.9M reactions from USPTO patents (1976-2016). Predict the product of the given reaction. Given the reactants C(OC([NH:8][C:9]1[CH2:10][C:11]([C:34](=[O:50])[N:35]([CH2:39][CH2:40][CH2:41][O:42][Si](C(C)(C)C)(C)C)[CH2:36][CH2:37][CH3:38])=[CH:12][C:13]2[CH:19]=[CH:18][C:17]([C:20]3[CH:25]=[CH:24][C:23]([CH2:26][C:27]([O:29][CH2:30][CH2:31][CH2:32][CH3:33])=[O:28])=[CH:22][CH:21]=3)=[CH:16][C:14]=2[N:15]=1)=O)(C)(C)C, predict the reaction product. The product is: [NH2:8][C:9]1[CH2:10][C:11]([C:34](=[O:50])[N:35]([CH2:39][CH2:40][CH2:41][OH:42])[CH2:36][CH2:37][CH3:38])=[CH:12][C:13]2[CH:19]=[CH:18][C:17]([C:20]3[CH:21]=[CH:22][C:23]([CH2:26][C:27]([O:29][CH2:30][CH2:31][CH2:32][CH3:33])=[O:28])=[CH:24][CH:25]=3)=[CH:16][C:14]=2[N:15]=1.